From a dataset of Reaction yield outcomes from USPTO patents with 853,638 reactions. Predict the reaction yield, written as a fraction of the theoretical maximum amount of product (1.0 means a 100% yield; for example, 0.34 means a 34% yield). The reactants are [NH:1]1[C:9]2[C:4](=[CH:5][CH:6]=[CH:7][N:8]=2)[CH2:3][CH2:2]1.O.C1(C)C=CC(S(O)(=O)=O)=CC=1.[Br:22]N1C(C)(C)C(=O)N(Br)C1=O. The catalyst is C(Cl)Cl. The product is [Br:22][C:6]1[CH:5]=[C:4]2[C:9](=[N:8][CH:7]=1)[NH:1][CH2:2][CH2:3]2. The yield is 0.440.